From a dataset of Forward reaction prediction with 1.9M reactions from USPTO patents (1976-2016). Predict the product of the given reaction. (1) Given the reactants Br[C:2]1[CH:7]=[CH:6][C:5]([C:8]2[O:9][C:10]3[CH:16]=[CH:15][CH:14]=[CH:13][C:11]=3[N:12]=2)=[CH:4][C:3]=1[CH3:17].C([Sn](CCCC)(CCCC)[C:23]1[CH:28]=[CH:27][CH:26]=[CH:25][N:24]=1)CCC.CN(C=O)C.[F-].[K+], predict the reaction product. The product is: [CH3:17][C:3]1[CH:4]=[C:5]([C:8]2[O:9][C:10]3[CH:16]=[CH:15][CH:14]=[CH:13][C:11]=3[N:12]=2)[CH:6]=[CH:7][C:2]=1[C:23]1[CH:28]=[CH:27][CH:26]=[CH:25][N:24]=1. (2) Given the reactants [Cl:1][C:2]1[CH:10]=[C:9]2[C:5]([CH2:6][C:7](=O)[NH:8]2)=[CH:4][CH:3]=1.[Cl:12][C:13]1[CH:14]=[C:15]([CH:18]=[CH:19][CH:20]=1)[CH2:16]Br.[I-].[K+].[C:23](=[O:26])([O-])[O-].[K+].[K+], predict the reaction product. The product is: [Cl:1][C:2]1[CH:10]=[C:9]2[C:5]([C:6]([CH2:7][C:4]3[CH:5]=[CH:9][CH:10]=[C:2]([Cl:1])[CH:3]=3)([CH2:16][C:15]3[CH:18]=[CH:19][CH:20]=[C:13]([Cl:12])[CH:14]=3)[C:23](=[O:26])[NH:8]2)=[CH:4][CH:3]=1. (3) Given the reactants C(OC(O[CH2:8][CH3:9])CBr)C.Br.C([O-])(O)=O.[Na+].[NH2:16][C:17]1[C:22]([Cl:23])=[N:21][CH:20]=[CH:19][N:18]=1, predict the reaction product. The product is: [Cl:23][C:22]1[C:17]2[N:18]([CH:8]=[CH:9][N:16]=2)[CH:19]=[CH:20][N:21]=1.